Dataset: Forward reaction prediction with 1.9M reactions from USPTO patents (1976-2016). Task: Predict the product of the given reaction. (1) Given the reactants [Cl:1][C:2]1[N:3]=[CH:4][C:5]([C:8](OC)=[O:9])=[N:6][CH:7]=1.CC(C[AlH]CC(C)C)C.C(O)C.C(C(C(C([O-])=O)O)O)([O-])=O.[Na+].[K+], predict the reaction product. The product is: [Cl:1][C:2]1[N:3]=[CH:4][C:5]([CH2:8][OH:9])=[N:6][CH:7]=1. (2) Given the reactants [CH3:1][C:2]1[O:3][C:4]2[CH:10]=[C:9]([NH2:11])[CH:8]=[CH:7][C:5]=2[N:6]=1.[C:12](O[C:12]([C:14]([F:17])([F:16])[F:15])=[O:13])([C:14]([F:17])([F:16])[F:15])=[O:13], predict the reaction product. The product is: [F:15][C:14]([F:17])([F:16])[C:12]([NH:11][C:9]1[CH:8]=[CH:7][C:5]2[N:6]=[C:2]([CH3:1])[O:3][C:4]=2[CH:10]=1)=[O:13]. (3) The product is: [O:18]1[C:8]2[CH:9]=[CH:10][CH:11]=[CH:12][C:7]=2[N:6]=[CH:4]1. Given the reactants ClC1C=NC=CC=1[C:4]([NH:6][C:7]1[CH:12]=[C:11](C(F)(F)F)[C:10](Cl)=[CH:9][C:8]=1[OH:18])=O.O1CCCC1.C1(P(C2C=CC=CC=2)C2C=CC=CC=2)C=CC=CC=1.N(C(OCC)=O)=NC(OCC)=O, predict the reaction product. (4) Given the reactants C(OC([N:8]1[C:12]2[CH:13]=[CH:14][C:15]([Cl:17])=[CH:16][C:11]=2[N:10]=[C:9]1[C@@H:18]([NH:24][C:25](=[O:40])[C:26]1[CH:31]=[CH:30][C:29]([C:32]([N:34]2[CH2:38][CH2:37][CH2:36][CH2:35]2)=[O:33])=[C:28]([CH3:39])[CH:27]=1)[CH2:19][CH2:20][C:21](O)=[O:22])=O)(C)(C)C.CN(C(ON1N=NC2C=CC=CC1=2)=[N+](C)C)C.[B-](F)(F)(F)F.C(N(C(C)C)CC)(C)C.[NH:72]1[CH2:76][CH2:75][C@H:74]([OH:77])[CH2:73]1.FC(F)(F)C(O)=O.ClCl, predict the reaction product. The product is: [Cl:17][C:15]1[CH:14]=[CH:13][C:12]2[NH:8][C:9]([C@@H:18]([NH:24][C:25](=[O:40])[C:26]3[CH:31]=[CH:30][C:29]([C:32]([N:34]4[CH2:35][CH2:36][CH2:37][CH2:38]4)=[O:33])=[C:28]([CH3:39])[CH:27]=3)[CH2:19][CH2:20][C:21]([N:72]3[CH2:76][CH2:75][C@H:74]([OH:77])[CH2:73]3)=[O:22])=[N:10][C:11]=2[CH:16]=1. (5) Given the reactants C([O:3][C:4](=[O:28])[CH:5]([NH:13][C:14]([C:16]1[CH:21]=[CH:20][C:19]([C:22]2[CH:27]=[CH:26][CH:25]=[CH:24][CH:23]=2)=[CH:18][CH:17]=1)=[O:15])[CH2:6][CH2:7][C:8]([O:10]CC)=[O:9])C.CO.[OH-].[Na+], predict the reaction product. The product is: [C:19]1([C:22]2[CH:23]=[CH:24][CH:25]=[CH:26][CH:27]=2)[CH:18]=[CH:17][C:16]([C:14]([NH:13][C@@H:5]([C:4]([OH:28])=[O:3])[CH2:6][CH2:7][C:8]([OH:10])=[O:9])=[O:15])=[CH:21][CH:20]=1. (6) Given the reactants C([C@@H]1N(C(=O)C2C=CC(OC3C=CC=CC=3)=CC=2)C[C@H](CC(C)C)NC1=O)C(C)C.[CH:31]([C@@H:34]1[NH:39][CH2:38][C@H:37]([C:40]2[CH:45]=[CH:44][CH:43]=[CH:42][CH:41]=2)[NH:36][C:35]1=[O:46])([CH3:33])[CH3:32].[C:47]1([C@@H:53]2[CH2:55][C@H:54]2[C:56](O)=[O:57])[CH:52]=[CH:51][CH:50]=[CH:49][CH:48]=1, predict the reaction product. The product is: [CH:31]([C@@H:34]1[N:39]([C:56]([C@@H:54]2[CH2:55][C@H:53]2[C:47]2[CH:52]=[CH:51][CH:50]=[CH:49][CH:48]=2)=[O:57])[CH2:38][C@H:37]([C:40]2[CH:41]=[CH:42][CH:43]=[CH:44][CH:45]=2)[NH:36][C:35]1=[O:46])([CH3:33])[CH3:32].